The task is: Predict the product of the given reaction.. This data is from Forward reaction prediction with 1.9M reactions from USPTO patents (1976-2016). (1) Given the reactants [Cl:1][C:2]1[CH:7]=[CH:6][C:5]([C:8]2[C:13]([CH:14]=[O:15])=[C:12]([CH3:16])[N:11]=[CH:10][CH:9]=2)=[C:4]([F:17])[CH:3]=1.[BH4-].[Na+], predict the reaction product. The product is: [Cl:1][C:2]1[CH:7]=[CH:6][C:5]([C:8]2[CH:9]=[CH:10][N:11]=[C:12]([CH3:16])[C:13]=2[CH2:14][OH:15])=[C:4]([F:17])[CH:3]=1. (2) Given the reactants [C:1]([N:4]1[CH:9]([C:10]2[CH:15]=[CH:14][CH:13]=[C:12]([O:16]C)[CH:11]=2)[CH:8]=[C:7]([C:18]2[CH:23]=[C:22]([F:24])[CH:21]=[CH:20][C:19]=2[F:25])[CH2:6][CH2:5]1)(=[O:3])[CH3:2].B(Br)(Br)Br, predict the reaction product. The product is: [C:1]([N:4]1[CH2:5][CH2:6][C:7]([C:18]2[CH:23]=[C:22]([F:24])[CH:21]=[CH:20][C:19]=2[F:25])=[CH:8][CH:9]1[C:10]1[CH:11]=[C:12]([OH:16])[CH:13]=[CH:14][CH:15]=1)(=[O:3])[CH3:2]. (3) The product is: [CH2:12]([C:11]1[NH:9][C:7](=[O:8])[C:6]2[C:2]([CH3:1])=[N:3][S:4][C:5]=2[N:10]=1)[CH:13]([CH3:15])[CH3:14]. Given the reactants [CH3:1][C:2]1[C:6]([C:7]([NH2:9])=[O:8])=[C:5]([NH:10][C:11](=O)[CH2:12][CH:13]([CH3:15])[CH3:14])[S:4][N:3]=1.Cl, predict the reaction product. (4) The product is: [Cl:35][C:33]1[CH:32]=[C:29]([CH:28]=[C:27]([O:26][C:23]2[C:24](=[O:25])[N:19]([CH2:18][C:4]3[CH:3]=[C:2]([S:41]([CH3:40])(=[O:43])=[O:42])[C:7](=[O:8])[N:6]([CH2:9][C:10]4[CH:15]=[CH:14][C:13]([O:16][CH3:17])=[CH:12][CH:11]=4)[N:5]=3)[CH:20]=[N:21][C:22]=2[C:36]([F:39])([F:38])[F:37])[CH:34]=1)[C:30]#[N:31]. Given the reactants Br[C:2]1[C:7](=[O:8])[N:6]([CH2:9][C:10]2[CH:15]=[CH:14][C:13]([O:16][CH3:17])=[CH:12][CH:11]=2)[N:5]=[C:4]([CH2:18][N:19]2[C:24](=[O:25])[C:23]([O:26][C:27]3[CH:28]=[C:29]([CH:32]=[C:33]([Cl:35])[CH:34]=3)[C:30]#[N:31])=[C:22]([C:36]([F:39])([F:38])[F:37])[N:21]=[CH:20]2)[CH:3]=1.[CH3:40][S:41]([O:43][Na])=[O:42].O, predict the reaction product. (5) Given the reactants C(O[C:6]([N:8]1[CH2:12][C:11](=[N:13][O:14][CH3:15])[CH2:10][C@H:9]1[C:16]([OH:18])=O)=[O:7])(C)(C)C.[C:19]([N:27]=C=O)(=[O:26])[C:20]1[CH:25]=[CH:24][CH:23]=[CH:22][CH:21]=1.[CH2:30]([NH2:33])[CH:31]=[CH2:32], predict the reaction product. The product is: [CH2:30]([NH:33][C:16]([C@@H:9]1[CH2:10][C:11](=[N:13][O:14][CH3:15])[CH2:12][N:8]1[C:6]([NH:27][C:19](=[O:26])[C:20]1[CH:21]=[CH:22][CH:23]=[CH:24][CH:25]=1)=[O:7])=[O:18])[CH:31]=[CH2:32]. (6) Given the reactants Cl[C:2]1[CH:3]=[C:4]([CH:8]=[CH:9][N:10]=1)[C:5]([NH2:7])=[O:6].[NH2:11][C@@H:12]1[CH2:17][CH2:16][C@H:15]([NH:18][C:19](=[O:28])[C:20]2[CH:25]=[CH:24][C:23]([F:26])=[C:22]([Cl:27])[CH:21]=2)[CH2:14][CH2:13]1.C([O-])(O)=O.[Na+], predict the reaction product. The product is: [Cl:27][C:22]1[CH:21]=[C:20]([CH:25]=[CH:24][C:23]=1[F:26])[C:19]([NH:18][C@@H:15]1[CH2:14][CH2:13][C@H:12]([NH:11][C:2]2[CH:3]=[C:4]([CH:8]=[CH:9][N:10]=2)[C:5]([NH2:7])=[O:6])[CH2:17][CH2:16]1)=[O:28].